Predict the reactants needed to synthesize the given product. From a dataset of Full USPTO retrosynthesis dataset with 1.9M reactions from patents (1976-2016). (1) The reactants are: Br[C:2]1[CH:3]=[C:4]([CH:12]=[CH:13][CH:14]=1)[CH2:5][C:6]1[O:10][N:9]=[C:8]([CH3:11])[N:7]=1.[Cl-].[C:16]([O:20][C:21](=[O:24])[CH2:22][Zn+])([CH3:19])([CH3:18])[CH3:17]. Given the product [CH3:11][C:8]1[N:7]=[C:6]([CH2:5][C:4]2[CH:3]=[C:2]([CH2:22][C:21]([O:20][C:16]([CH3:19])([CH3:18])[CH3:17])=[O:24])[CH:14]=[CH:13][CH:12]=2)[O:10][N:9]=1, predict the reactants needed to synthesize it. (2) Given the product [CH2:1]([C:3]1[N:13]([CH2:17][C:18]2[CH:23]=[CH:22][C:21]([O:24][CH3:25])=[CH:20][CH:19]=2)[C:6]2=[N:7][C:8]([CH3:12])=[CH:9][C:10]([CH3:11])=[C:5]2[N:4]=1)[CH3:2], predict the reactants needed to synthesize it. The reactants are: [CH2:1]([C:3]1[NH:13][C:6]2=[N:7][C:8]([CH3:12])=[CH:9][C:10]([CH3:11])=[C:5]2[N:4]=1)[CH3:2].[H-].[Na+].Br[CH2:17][C:18]1[CH:23]=[CH:22][C:21]([O:24][CH3:25])=[CH:20][CH:19]=1.